Predict the product of the given reaction. From a dataset of Forward reaction prediction with 1.9M reactions from USPTO patents (1976-2016). (1) Given the reactants NCC(O)=O.[CH3:6][C:7]([N:10]1[C:15]([OH:16])=[C:14]([C:17]([NH:19][CH2:20][C:21]([O:23]CC)=[O:22])=[O:18])[C:13](=[O:26])[N:12]([CH2:27][C:28]2[CH:33]=[CH:32][C:31]([C:34]([CH3:37])([CH3:36])[CH3:35])=[CH:30][CH:29]=2)[C:11]1=[O:38])([CH3:9])[CH3:8].[OH-].[Na+], predict the reaction product. The product is: [CH3:9][C:7]([N:10]1[C:15]([OH:16])=[C:14]([C:17]([NH:19][CH2:20][C:21]([OH:23])=[O:22])=[O:18])[C:13](=[O:26])[N:12]([CH2:27][C:28]2[CH:29]=[CH:30][C:31]([C:34]([CH3:37])([CH3:36])[CH3:35])=[CH:32][CH:33]=2)[C:11]1=[O:38])([CH3:6])[CH3:8]. (2) The product is: [CH3:4][C:2]([Si:5]([CH3:25])([CH3:24])[O:6][C@H:7]1[CH2:11][CH2:10][N:9]([C:12]([O:14][C:15]([CH3:17])([CH3:16])[CH3:18])=[O:13])[C@@H:8]1[CH2:19][OH:20])([CH3:1])[CH3:3]. Given the reactants [CH3:1][C:2]([Si:5]([CH3:25])([CH3:24])[O:6][C@H:7]1[CH2:11][CH2:10][N:9]([C:12]([O:14][C:15]([CH3:18])([CH3:17])[CH3:16])=[O:13])[C@@H:8]1[C:19](OCC)=[O:20])([CH3:4])[CH3:3].OC[C@@H]1[C@@H](C)CCN1C(OC(C)(C)C)=O, predict the reaction product. (3) Given the reactants [CH3:1][N:2]([S:15]([C:18]1[S:19][CH:20]=[CH:21][CH:22]=1)(=[O:17])=[O:16])[C:3]1[CH:4]=[CH:5][CH:6]=[C:7]2[C:11]=1[NH:10][C:9]([C:12](=[S:14])[NH2:13])=[CH:8]2.Br[CH:24]([CH:27]=O)[CH:25]=[O:26].CN(C)C(=O)C, predict the reaction product. The product is: [OH:26][CH2:25][C:24]1[S:14][C:12]([C:9]2[NH:10][C:11]3[C:7]([CH:8]=2)=[CH:6][CH:5]=[CH:4][C:3]=3[N:2]([CH3:1])[S:15]([C:18]2[S:19][CH:20]=[CH:21][CH:22]=2)(=[O:17])=[O:16])=[N:13][CH:27]=1.